Dataset: Peptide-MHC class I binding affinity with 185,985 pairs from IEDB/IMGT. Task: Regression. Given a peptide amino acid sequence and an MHC pseudo amino acid sequence, predict their binding affinity value. This is MHC class I binding data. (1) The peptide sequence is GTASLSPGM. The MHC is Mamu-A02 with pseudo-sequence Mamu-A02. The binding affinity (normalized) is 1.00. (2) The peptide sequence is GMSLNFPI. The MHC is Mamu-B03 with pseudo-sequence Mamu-B03. The binding affinity (normalized) is 0.0382. (3) The peptide sequence is LQKIPLQWF. The MHC is HLA-A02:16 with pseudo-sequence HLA-A02:16. The binding affinity (normalized) is 0.0847. (4) The peptide sequence is SIIQEKLGY. The MHC is HLA-A02:03 with pseudo-sequence HLA-A02:03. The binding affinity (normalized) is 0.0847. (5) The peptide sequence is TGNVYVKF. The MHC is Mamu-B52 with pseudo-sequence Mamu-B52. The binding affinity (normalized) is 0.672. (6) The peptide sequence is LFSDLANSHQR. The MHC is H-2-Kb with pseudo-sequence H-2-Kb. The binding affinity (normalized) is 0.0792.